This data is from Full USPTO retrosynthesis dataset with 1.9M reactions from patents (1976-2016). The task is: Predict the reactants needed to synthesize the given product. (1) Given the product [CH3:25][O:24][C:8]1[C:9]2[C:10]3[CH:14]=[N:13][NH:12][C:11]=3[C:2]([NH:26][C:27]3[CH:28]=[CH:29][C:30]([CH2:33][N:35]4[CH2:36][CH2:37][O:38][CH2:39][CH2:40]4)=[CH:31][CH:32]=3)=[N:3][C:4]=2[CH:5]=[CH:6][CH:7]=1, predict the reactants needed to synthesize it. The reactants are: Cl[C:2]1[C:11]2=[N:12][N:13](CC3C=CC(OC)=CC=3)[CH:14]=[C:10]2[C:9]2[C:8]([O:24][CH3:25])=[CH:7][CH:6]=[CH:5][C:4]=2[N:3]=1.[NH2:26][C:27]1[CH:32]=[CH:31][C:30]([C:33]([N:35]2[CH2:40][CH2:39][O:38][CH2:37][CH2:36]2)=O)=[CH:29][CH:28]=1.Cl.[OH-].[Na+]. (2) Given the product [F:64][C:44]([F:43])([F:63])[CH2:45][N:46]1[CH2:47][CH2:48][N:49]([S:52]([C:55]2[CH:56]=[CH:57][C:58]([CH2:59][NH:60][C:10]([C:8]3[CH:7]=[CH:6][C:5]4[N:4]([CH:3]=[CH:2][N:1]=4)[CH:9]=3)=[O:12])=[CH:61][CH:62]=2)(=[O:54])=[O:53])[CH2:50][CH2:51]1, predict the reactants needed to synthesize it. The reactants are: [N:1]1[CH:2]=[CH:3][N:4]2[CH:9]=[C:8]([C:10]([OH:12])=O)[CH:7]=[CH:6][C:5]=12.CCN=C=NCCCN(C)C.C1C=CC2N(O)N=NC=2C=1.CCN(C(C)C)C(C)C.[F:43][C:44]([F:64])([F:63])[CH2:45][N:46]1[CH2:51][CH2:50][N:49]([S:52]([C:55]2[CH:62]=[CH:61][C:58]([CH2:59][NH2:60])=[CH:57][CH:56]=2)(=[O:54])=[O:53])[CH2:48][CH2:47]1. (3) Given the product [Cl:1][C:2]1[CH:3]=[CH:4][C:5]([CH2:6][C:7]2[CH2:11][CH2:10][C:9]([CH3:13])([CH3:12])[C:8]=2[CH2:14][OH:15])=[CH:16][CH:17]=1, predict the reactants needed to synthesize it. The reactants are: [Cl:1][C:2]1[CH:17]=[CH:16][C:5]([CH2:6][C:7]2[CH2:11][CH2:10][C:9]([CH3:13])([CH3:12])[C:8]=2[CH:14]=[O:15])=[CH:4][CH:3]=1.[BH4-].[Na+].[BH4-].C1(C)C=CC=CC=1. (4) Given the product [Cl:7][C:8]1[CH:9]=[C:10]([C@H:15]2[CH2:19][CH2:18][NH:17][CH2:16]2)[CH:11]=[C:12]([Cl:14])[CH:13]=1, predict the reactants needed to synthesize it. The reactants are: C(O)(=O)C(O)=O.[Cl:7][C:8]1[CH:9]=[C:10]([CH:15]2[CH2:19][CH2:18][NH:17][CH2:16]2)[CH:11]=[C:12]([Cl:14])[CH:13]=1. (5) Given the product [F:27][C:26]([F:28])([F:29])[C:24]1[CH:23]=[CH:22][C:21]([C:30]2[CH:31]=[C:32]([C:38]3[CH:43]=[CH:42][C:41]([C:44]([OH:46])=[O:45])=[CH:40][CH:39]=3)[CH:33]=[CH:34][CH:35]=2)=[CH:20][CH:25]=1, predict the reactants needed to synthesize it. The reactants are: FC(F)(F)C1C=C([C@H]2OC(=O)N(C[C:20]3[CH:25]=[C:24]([C:26]([F:29])([F:28])[F:27])[CH:23]=[CH:22][C:21]=3[C:30]3[CH:31]=[C:32]([C:38]4[CH:43]=[CH:42][C:41]([C:44]([O:46]C)=[O:45])=[CH:40][C:39]=4C)[CH:33]=[CH:34][C:35]=3OC)[C@H]2C)C=C(C(F)(F)F)C=1.[OH-].[K+].C(O)C. (6) Given the product [CH3:1][O:2][C:3]1[CH:8]=[CH:7][CH:6]=[CH:5][C:4]=1[C:9]1[C:17]2[C:12](=[N:13][CH:14]=[C:15]([C:18]3[N:23]=[C:22]([CH2:24][C:25]([N:27]([CH3:29])[CH3:28])=[O:26])[CH:21]=[N:20][CH:19]=3)[CH:16]=2)[NH:11][CH:10]=1, predict the reactants needed to synthesize it. The reactants are: [CH3:1][O:2][C:3]1[CH:8]=[CH:7][CH:6]=[CH:5][C:4]=1[C:9]1[C:17]2[C:12](=[N:13][CH:14]=[C:15]([C:18]3[N:23]=[C:22]([CH2:24][C:25]([N:27]([CH3:29])[CH3:28])=[O:26])[CH:21]=[N:20][CH:19]=3)[CH:16]=2)[N:11](S(C2C=CC(C)=CC=2)(=O)=O)[CH:10]=1.CN(C)C=O.[OH-].[K+]. (7) Given the product [Cl:1][C:2]1[N:7]=[C:6]([C:8]2[S:38][C:36]([CH:30]3[CH2:35][CH2:34][CH2:33][CH2:32][CH2:31]3)=[N:37][C:9]=2[C:11]2[C:12]([F:29])=[C:13]([NH:17][S:18]([C:21]3[C:26]([F:27])=[CH:25][CH:24]=[CH:23][C:22]=3[F:28])(=[O:20])=[O:19])[CH:14]=[CH:15][CH:16]=2)[CH:5]=[CH:4][N:3]=1, predict the reactants needed to synthesize it. The reactants are: [Cl:1][C:2]1[N:7]=[C:6]([CH2:8][C:9]([C:11]2[C:12]([F:29])=[C:13]([NH:17][S:18]([C:21]3[C:26]([F:27])=[CH:25][CH:24]=[CH:23][C:22]=3[F:28])(=[O:20])=[O:19])[CH:14]=[CH:15][CH:16]=2)=O)[CH:5]=[CH:4][N:3]=1.[CH:30]1([C:36](=[S:38])[NH2:37])[CH2:35][CH2:34][CH2:33][CH2:32][CH2:31]1.